Dataset: Full USPTO retrosynthesis dataset with 1.9M reactions from patents (1976-2016). Task: Predict the reactants needed to synthesize the given product. (1) Given the product [ClH:1].[F:2][C:3]1[CH:55]=[CH:54][C:6]([CH2:7][N:8]([CH3:53])[C:9](=[O:52])[C@@H:10]([NH:17][C:18]([C:20]2[CH:21]=[C:22]3[C:27](=[CH:28][CH:29]=2)[N:26]=[C:25]([NH:30][C:31](=[O:32])[C:33]2[CH:38]=[CH:37][CH:36]=[CH:35][C:34]=2[CH:39]2[CH2:44][CH2:43][NH:42][CH2:41][CH2:40]2)[CH:24]=[CH:23]3)=[O:19])[C:11]2[CH:12]=[CH:13][CH:14]=[CH:15][CH:16]=2)=[CH:5][CH:4]=1, predict the reactants needed to synthesize it. The reactants are: [ClH:1].[F:2][C:3]1[CH:55]=[CH:54][C:6]([CH2:7][N:8]([CH3:53])[C:9](=[O:52])[C@@H:10]([NH:17][C:18]([C:20]2[CH:21]=[C:22]3[C:27](=[CH:28][CH:29]=2)[N:26]=[C:25]([NH:30][C:31]([C:33]2[CH:38]=[CH:37][CH:36]=[CH:35][C:34]=2[CH:39]2[CH2:44][CH2:43][N:42](C(OC(C)(C)C)=O)[CH2:41][CH2:40]2)=[O:32])[CH:24]=[CH:23]3)=[O:19])[C:11]2[CH:16]=[CH:15][CH:14]=[CH:13][CH:12]=2)=[CH:5][CH:4]=1. (2) Given the product [NH3:3].[CH3:32][OH:33].[F:20][C:5]1[C:6]([NH:8][CH:9]2[CH2:17][CH:16]3[N:12]([CH2:13][CH2:14][CH2:15]3)[C:11]([CH3:19])([CH3:18])[CH2:10]2)=[N:7][C:2]([NH:21][C:22]2[CH:23]=[CH:24][C:25]([O:35][CH:36]3[CH2:41][CH2:40][O:39][CH2:38][CH2:37]3)=[C:26]([N:28]3[C:32](=[O:33])[N:31]([CH3:34])[N:30]=[N:29]3)[CH:27]=2)=[N:3][CH:4]=1, predict the reactants needed to synthesize it. The reactants are: Cl[C:2]1[N:7]=[C:6]([NH:8][CH:9]2[CH2:17][CH:16]3[N:12]([CH2:13][CH2:14][CH2:15]3)[C:11]([CH3:19])([CH3:18])[CH2:10]2)[C:5]([F:20])=[CH:4][N:3]=1.[NH2:21][C:22]1[CH:23]=[CH:24][C:25]([O:35][CH:36]2[CH2:41][CH2:40][O:39][CH2:38][CH2:37]2)=[C:26]([N:28]2[C:32](=[O:33])[N:31]([CH3:34])[N:30]=[N:29]2)[CH:27]=1. (3) Given the product [CH3:19][S:20]([C:23]1[CH:28]=[C:27]([C:2]2[CH:11]=[CH:10][C:9]3[N:8]=[C:7]([NH2:12])[C:6]4[N:13]=[C:14]([CH2:16][CH2:17][CH3:18])[S:15][C:5]=4[C:4]=3[CH:3]=2)[CH:26]=[CH:25][CH:24]=1)(=[O:22])=[O:21], predict the reactants needed to synthesize it. The reactants are: Br[C:2]1[CH:11]=[CH:10][C:9]2[N:8]=[C:7]([NH2:12])[C:6]3[N:13]=[C:14]([CH2:16][CH2:17][CH3:18])[S:15][C:5]=3[C:4]=2[CH:3]=1.[CH3:19][S:20]([C:23]1[CH:24]=[C:25](B(O)O)[CH:26]=[CH:27][CH:28]=1)(=[O:22])=[O:21]. (4) Given the product [CH3:1][O:2][C:3]([C:4]1[N:20]=[C:17]([CH3:18])[S:19][C:5]=1[C:6]1[CH:11]=[CH:10][CH:9]=[C:8]([F:12])[C:7]=1[F:13])=[O:16], predict the reactants needed to synthesize it. The reactants are: [CH3:1][O:2][C:3](=[O:16])[C:4](=O)[CH:5](Cl)[C:6]1[CH:11]=[CH:10][CH:9]=[C:8]([F:12])[C:7]=1[F:13].[C:17]([NH2:20])(=[S:19])[CH3:18]. (5) Given the product [ClH:32].[ClH:32].[NH2:10][CH2:9][CH:8]([C:6]1[S:7][C:3]([CH2:2][OH:1])=[CH:4][CH:5]=1)[C:18]([NH:20][C:21]1[CH:22]=[C:23]2[C:28](=[CH:29][CH:30]=1)[CH:27]=[N:26][CH:25]=[CH:24]2)=[O:19], predict the reactants needed to synthesize it. The reactants are: [OH:1][CH2:2][C:3]1[S:7][C:6]([CH:8]([C:18]([NH:20][C:21]2[CH:22]=[C:23]3[C:28](=[CH:29][CH:30]=2)[CH:27]=[N:26][CH:25]=[CH:24]3)=[O:19])[CH2:9][NH:10]C(=O)OC(C)(C)C)=[CH:5][CH:4]=1.C(Cl)[Cl:32]. (6) Given the product [CH2:1]([N:5]1[C:9]([C:10]2[CH:15]=[CH:14][CH:13]=[CH:12][CH:11]=2)=[CH:8][C:7]([CH2:16][Br:38])=[N:6]1)[CH:2]([CH3:4])[CH3:3], predict the reactants needed to synthesize it. The reactants are: [CH2:1]([N:5]1[C:9]([C:10]2[CH:15]=[CH:14][CH:13]=[CH:12][CH:11]=2)=[CH:8][C:7]([CH2:16]O)=[N:6]1)[CH:2]([CH3:4])[CH3:3].C1C=CC(P(C2C=CC=CC=2)C2C=CC=CC=2)=CC=1.C(Br)(Br)(Br)[Br:38].